From a dataset of Full USPTO retrosynthesis dataset with 1.9M reactions from patents (1976-2016). Predict the reactants needed to synthesize the given product. Given the product [CH2:15]([O:22][C:23]1[CH:24]=[CH:25][C:26]([Br:42])=[C:27]([C:29]2[CH2:33][C:32]([CH2:38][C:6]([O:10][C:11]([CH3:12])([CH3:13])[CH3:14])=[O:5])([CH2:34][C:35]([O:37][C:11]([CH3:14])([CH3:13])[CH3:12])=[O:36])[O:31][N:30]=2)[CH:28]=1)[C:16]1[CH:17]=[CH:18][CH:19]=[CH:20][CH:21]=1, predict the reactants needed to synthesize it. The reactants are: C([O:5][CH:6]([O:10][C:11]([CH3:14])([CH3:13])[CH3:12])N(C)C)(C)(C)C.[CH2:15]([O:22][C:23]1[CH:24]=[CH:25][C:26]([Br:42])=[C:27]([C:29]2[CH2:33][C:32]([CH2:38]C(O)=O)([CH2:34][C:35]([OH:37])=[O:36])[O:31][N:30]=2)[CH:28]=1)[C:16]1[CH:21]=[CH:20][CH:19]=[CH:18][CH:17]=1.